Task: Predict the reactants needed to synthesize the given product.. Dataset: Full USPTO retrosynthesis dataset with 1.9M reactions from patents (1976-2016) (1) Given the product [C:1]1([CH3:26])[CH:6]=[CH:5][CH:4]=[CH:3][C:2]=1[N:7]1[CH:12]=[CH:11][C:10]([CH2:13][CH2:14][CH2:15][CH2:16][CH2:17][C:18]2[N:19]=[N:20][NH:21][CH:22]=2)=[C:9]([OH:23])[C:8]1=[S:25], predict the reactants needed to synthesize it. The reactants are: [C:1]1([CH3:26])[CH:6]=[CH:5][CH:4]=[CH:3][C:2]=1[N:7]1[CH:12]=[CH:11][C:10]([CH2:13][CH2:14][CH2:15][CH2:16][CH2:17][C:18]2[N:19]=[N:20][NH:21][CH:22]=2)=[C:9]([O:23]C)[C:8]1=[S:25].B(Br)(Br)Br. (2) Given the product [CH:1]1([N:6]2[C:14]3[C:9](=[CH:10][C:11]([F:16])=[C:12]([CH3:15])[CH:13]=3)[C:8]([C:17]([O:19][CH3:20])=[O:18])=[C:7]2[C:25]2[CH:26]=[CH:27][C:28]([S:31](=[O:33])(=[O:32])[NH:34][C@@H:35]([CH3:40])[C:36]([F:38])([F:37])[F:39])=[CH:29][N:30]=2)[CH2:5][CH2:4][CH2:3][CH2:2]1, predict the reactants needed to synthesize it. The reactants are: [CH:1]1([N:6]2[C:14]3[C:9](=[CH:10][C:11]([F:16])=[C:12]([CH3:15])[CH:13]=3)[C:8]([C:17]([O:19][CH3:20])=[O:18])=[C:7]2B(O)O)[CH2:5][CH2:4][CH2:3][CH2:2]1.Cl[C:25]1[N:30]=[CH:29][C:28]([S:31]([NH:34][C@@H:35]([CH3:40])[C:36]([F:39])([F:38])[F:37])(=[O:33])=[O:32])=[CH:27][CH:26]=1.C([O-])([O-])=O.[K+].[K+].C(OCC)(=O)C.